This data is from Catalyst prediction with 721,799 reactions and 888 catalyst types from USPTO. The task is: Predict which catalyst facilitates the given reaction. Reactant: [Cl:1][C:2]1[C:3]([O:20][CH3:21])=[C:4]([C:8]([CH3:19])([CH3:18])[CH2:9][C:10]([OH:17])([C:13]([F:16])([F:15])[F:14])[CH:11]=O)[CH:5]=[CH:6][CH:7]=1.[NH2:22][C:23]1[CH:32]=[CH:31][CH:30]=[C:29]2[C:24]=1[CH:25]=[N:26][NH:27][C:28]2=[O:33]. Product: [Cl:1][C:2]1[C:3]([O:20][CH3:21])=[C:4]2[C:5](=[CH:6][CH:7]=1)[CH:11]([NH:22][C:23]1[CH:32]=[CH:31][CH:30]=[C:29]3[C:24]=1[CH:25]=[N:26][NH:27][C:28]3=[O:33])[C:10]([OH:17])([C:13]([F:16])([F:15])[F:14])[CH2:9][C:8]2([CH3:19])[CH3:18]. The catalyst class is: 528.